Dataset: NCI-60 drug combinations with 297,098 pairs across 59 cell lines. Task: Regression. Given two drug SMILES strings and cell line genomic features, predict the synergy score measuring deviation from expected non-interaction effect. (1) Drug 1: C1=C(C(=O)NC(=O)N1)F. Drug 2: CC1=C2C(C(=O)C3(C(CC4C(C3C(C(C2(C)C)(CC1OC(=O)C(C(C5=CC=CC=C5)NC(=O)C6=CC=CC=C6)O)O)OC(=O)C7=CC=CC=C7)(CO4)OC(=O)C)O)C)OC(=O)C. Cell line: ACHN. Synergy scores: CSS=47.1, Synergy_ZIP=-2.52, Synergy_Bliss=-1.22, Synergy_Loewe=2.03, Synergy_HSA=2.88. (2) Drug 1: C1CCC(C1)C(CC#N)N2C=C(C=N2)C3=C4C=CNC4=NC=N3. Drug 2: CC=C1C(=O)NC(C(=O)OC2CC(=O)NC(C(=O)NC(CSSCCC=C2)C(=O)N1)C(C)C)C(C)C. Cell line: SN12C. Synergy scores: CSS=34.0, Synergy_ZIP=-0.704, Synergy_Bliss=2.99, Synergy_Loewe=1.80, Synergy_HSA=1.93. (3) Drug 1: C1CC(=O)NC(=O)C1N2CC3=C(C2=O)C=CC=C3N. Drug 2: C1=CC(=CC=C1C#N)C(C2=CC=C(C=C2)C#N)N3C=NC=N3. Cell line: SK-MEL-28. Synergy scores: CSS=-0.680, Synergy_ZIP=-0.0824, Synergy_Bliss=-2.32, Synergy_Loewe=-3.94, Synergy_HSA=-4.55. (4) Drug 1: CC1=C2C(C(=O)C3(C(CC4C(C3C(C(C2(C)C)(CC1OC(=O)C(C(C5=CC=CC=C5)NC(=O)OC(C)(C)C)O)O)OC(=O)C6=CC=CC=C6)(CO4)OC(=O)C)OC)C)OC. Drug 2: CC1=C(C(CCC1)(C)C)C=CC(=CC=CC(=CC(=O)O)C)C. Cell line: CCRF-CEM. Synergy scores: CSS=80.5, Synergy_ZIP=24.9, Synergy_Bliss=24.4, Synergy_Loewe=2.41, Synergy_HSA=25.9.